Dataset: Reaction yield outcomes from USPTO patents with 853,638 reactions. Task: Predict the reaction yield, written as a fraction of the theoretical maximum amount of product (1.0 means a 100% yield; for example, 0.34 means a 34% yield). (1) The reactants are OO.O.[OH-].[Li+].[CH2:6]([O:26][C@H:27]([CH2:43][CH3:44])[C:28](N1[C@@H](C)[C@@H](C2C=CC=CC=2)OC1=O)=[O:29])[CH2:7][CH2:8][CH2:9]/[CH:10]=[CH:11]\[CH2:12]/[CH:13]=[CH:14]\[CH2:15]/[CH:16]=[CH:17]\[CH2:18]/[CH:19]=[CH:20]\[CH2:21]/[CH:22]=[CH:23]\[CH2:24][CH3:25].[O-:45]S([O-])=O.[Na+].[Na+].Cl. The catalyst is O1CCCC1.O. The product is [CH2:6]([O:26][C@H:27]([CH2:43][CH3:44])[C:28]([OH:29])=[O:45])[CH2:7][CH2:8][CH2:9]/[CH:10]=[CH:11]\[CH2:12]/[CH:13]=[CH:14]\[CH2:15]/[CH:16]=[CH:17]\[CH2:18]/[CH:19]=[CH:20]\[CH2:21]/[CH:22]=[CH:23]\[CH2:24][CH3:25]. The yield is 0.290. (2) The reactants are [F:1][C:2]1[CH:7]=[CH:6][C:5]([N:8]2[CH2:14][CH2:13][CH2:12][CH:11]([C:15]([O:17]C)=[O:16])[CH2:10][C:9]2=[O:19])=[CH:4][CH:3]=1.[OH-].[Li+].Cl. The catalyst is C(COC)OC. The product is [F:1][C:2]1[CH:3]=[CH:4][C:5]([N:8]2[CH2:14][CH2:13][CH2:12][CH:11]([C:15]([OH:17])=[O:16])[CH2:10][C:9]2=[O:19])=[CH:6][CH:7]=1. The yield is 0.910. (3) The reactants are [NH2:1][C:2]1[CH:11]=[CH:10][C:5]([C:6]([O:8][CH3:9])=[O:7])=[CH:4][CH:3]=1.Cl.Cl[C:14]1[CH:19]=[C:18]([C:20]2[CH:25]=[CH:24][CH:23]=[C:22]([Cl:26])[CH:21]=2)[N:17]=[C:16]2[CH2:27][CH2:28][CH2:29][C:15]=12. The catalyst is CO.ClCCl. The product is [Cl:26][C:22]1[CH:21]=[C:20]([C:18]2[N:17]=[C:16]3[CH2:27][CH2:28][CH2:29][C:15]3=[C:14]([NH:1][C:2]3[CH:3]=[CH:4][C:5]([C:6]([O:8][CH3:9])=[O:7])=[CH:10][CH:11]=3)[CH:19]=2)[CH:25]=[CH:24][CH:23]=1. The yield is 0.860. (4) The reactants are [Br:1][C:2]1[CH:3]=[C:4]2[C:8](=[C:9]([CH:11]([CH3:13])[CH3:12])[CH:10]=1)[NH:7][C:6]1[C:14]([CH2:20][C:21](OCC)=[O:22])([CH2:18][CH3:19])[O:15][CH2:16][CH2:17][C:5]2=1.[Li+].[BH4-].C1COCC1. The catalyst is C1COCC1. The product is [Br:1][C:2]1[CH:3]=[C:4]2[C:8](=[C:9]([CH:11]([CH3:12])[CH3:13])[CH:10]=1)[NH:7][C:6]1[C:14]([CH2:20][CH2:21][OH:22])([CH2:18][CH3:19])[O:15][CH2:16][CH2:17][C:5]2=1. The yield is 0.800.